From a dataset of Forward reaction prediction with 1.9M reactions from USPTO patents (1976-2016). Predict the product of the given reaction. (1) Given the reactants [C:1]([C:5]1[CH:10]=[CH:9][C:8]([C:11]2[N:12]([C:30](Cl)=[O:31])[C@H:13]([C:23]3[CH:28]=[CH:27][C:26]([Cl:29])=[CH:25][CH:24]=3)[C@H:14]([C:16]3[CH:21]=[CH:20][C:19]([Cl:22])=[CH:18][CH:17]=3)[N:15]=2)=[C:7]([O:33][CH:34]([CH3:36])[CH3:35])[CH:6]=1)([CH3:4])([CH3:3])[CH3:2].[NH:37]1[CH2:42][CH2:41][NH:40][CH2:39][C:38]1=[O:43], predict the reaction product. The product is: [C:1]([C:5]1[CH:10]=[CH:9][C:8]([C:11]2[N:12]([C:30]([N:40]3[CH2:41][CH2:42][NH:37][C:38](=[O:43])[CH2:39]3)=[O:31])[C@H:13]([C:23]3[CH:24]=[CH:25][C:26]([Cl:29])=[CH:27][CH:28]=3)[C@H:14]([C:16]3[CH:21]=[CH:20][C:19]([Cl:22])=[CH:18][CH:17]=3)[N:15]=2)=[C:7]([O:33][CH:34]([CH3:35])[CH3:36])[CH:6]=1)([CH3:3])([CH3:2])[CH3:4]. (2) The product is: [CH2:1]([O:8][C@H:9]1[C@H:15]([O:16][CH2:17][C:18]2[CH:19]=[CH:20][CH:21]=[CH:22][CH:23]=2)[C@@H:14]([O:24][CH2:25][C:26]2[CH:31]=[CH:30][CH:29]=[CH:28][CH:27]=2)[C@:13]2([C:33]3[CH:38]=[CH:37][C:36]([Cl:39])=[C:35]([CH2:40][C:41]4[CH:42]=[CH:43][C:44]([O:47][CH2:48][C:49]5[CH:54]=[CH:53][CH:52]=[CH:51][CH:50]=5)=[CH:45][CH:46]=4)[CH:34]=3)[O:32][C@@:10]1([C:55]([OH:58])=[O:56])[CH2:11][O:12]2)[C:2]1[CH:3]=[CH:4][CH:5]=[CH:6][CH:7]=1. Given the reactants [CH2:1]([O:8][C@H:9]1[C@H:15]([O:16][CH2:17][C:18]2[CH:23]=[CH:22][CH:21]=[CH:20][CH:19]=2)[C@@H:14]([O:24][CH2:25][C:26]2[CH:31]=[CH:30][CH:29]=[CH:28][CH:27]=2)[C@:13]2([C:33]3[CH:38]=[CH:37][C:36]([Cl:39])=[C:35]([CH2:40][C:41]4[CH:46]=[CH:45][C:44]([O:47][CH2:48][C:49]5[CH:54]=[CH:53][CH:52]=[CH:51][CH:50]=5)=[CH:43][CH:42]=4)[CH:34]=3)[O:32][C@@:10]1([CH2:55][OH:56])[CH2:11][O:12]2)[C:2]1[CH:7]=[CH:6][CH:5]=[CH:4][CH:3]=1.C(=O)(O)[O-:58].[Na+].[Br-].[K+].Cl[O-].[Na+].Cl, predict the reaction product. (3) Given the reactants [C:1]([O:10][CH2:11][CH2:12][CH2:13][CH2:14][CH2:15][CH2:16][CH2:17][CH2:18][CH2:19][CH2:20][OH:21])(=[O:9])[CH2:2][CH2:3][CH2:4][CH2:5][CH2:6][CH2:7][CH3:8].C(N(CC)CC)C.[CH3:29][S:30](Cl)(=[O:32])=[O:31], predict the reaction product. The product is: [C:1]([O:10][CH2:11][CH2:12][CH2:13][CH2:14][CH2:15][CH2:16][CH2:17][CH2:18][CH2:19][CH2:20][O:21][S:30]([CH3:29])(=[O:32])=[O:31])(=[O:9])[CH2:2][CH2:3][CH2:4][CH2:5][CH2:6][CH2:7][CH3:8]. (4) Given the reactants Cl[C:2]1[C:11]2[C:6](=[C:7]([N+:12]([O-:14])=[O:13])[CH:8]=[CH:9][CH:10]=2)[N:5]=[CH:4][N:3]=1.C([O-])([O-])=O.[K+].[K+].Cl.[CH3:22][C:23]1([CH3:30])[CH2:28][CH2:27][CH:26]([NH2:29])[CH2:25][CH2:24]1.O, predict the reaction product. The product is: [CH3:22][C:23]1([CH3:30])[CH2:28][CH2:27][CH:26]([NH:29][C:2]2[C:11]3[C:6](=[C:7]([N+:12]([O-:14])=[O:13])[CH:8]=[CH:9][CH:10]=3)[N:5]=[CH:4][N:3]=2)[CH2:25][CH2:24]1. (5) Given the reactants [C:1]([O:5][C:6](=[O:26])[NH:7][C:8]1[CH2:9][O:10][CH2:11][C:12]([C:17]2[CH:22]=[CH:21][CH:20]=[C:19]([N:23]=[N+]=[N-])[CH:18]=2)([CH:14]([F:16])[F:15])[N:13]=1)([CH3:4])([CH3:3])[CH3:2], predict the reaction product. The product is: [C:1]([O:5][C:6](=[O:26])[NH:7][C:8]1[CH2:9][O:10][CH2:11][C:12]([C:17]2[CH:22]=[CH:21][CH:20]=[C:19]([NH2:23])[CH:18]=2)([CH:14]([F:16])[F:15])[N:13]=1)([CH3:4])([CH3:2])[CH3:3]. (6) Given the reactants [F:1][C:2]1[CH:10]=[C:9]([C:11]2[CH:16]=[CH:15][C:14]([O:17][CH2:18][CH:19]3[CH2:24][CH2:23][N:22]([CH2:25][C:26]([F:29])([CH3:28])[CH3:27])[CH2:21][CH2:20]3)=[CH:13][N:12]=2)[CH:8]=[CH:7][C:3]=1[C:4]([OH:6])=O.[NH:30]1[CH2:34][CH2:33][CH2:32][C@@H:31]1[CH2:35][OH:36].F[P-](F)(F)(F)(F)F.N1(O[P+](N(C)C)(N(C)C)N(C)C)C2C=CC=CC=2N=N1.O, predict the reaction product. The product is: [F:1][C:2]1[CH:10]=[C:9]([C:11]2[CH:16]=[CH:15][C:14]([O:17][CH2:18][CH:19]3[CH2:20][CH2:21][N:22]([CH2:25][C:26]([F:29])([CH3:28])[CH3:27])[CH2:23][CH2:24]3)=[CH:13][N:12]=2)[CH:8]=[CH:7][C:3]=1[C:4]([N:30]1[CH2:34][CH2:33][CH2:32][C@@H:31]1[CH2:35][OH:36])=[O:6]. (7) Given the reactants Br[C:2]1[N:7]=[C:6]2[CH2:8][C:9](=[O:11])[NH:10][C:5]2=[CH:4][CH:3]=1.[B:12]1(B2OC(C)(C)C(C)(C)O2)[O:16]C(C)(C)C(C)(C)[O:13]1.C(O[K])(C)=O, predict the reaction product. The product is: [O:11]=[C:9]1[NH:10][C:5]2[C:6](=[N:7][C:2]([B:12]([OH:16])[OH:13])=[CH:3][CH:4]=2)[CH2:8]1. (8) Given the reactants [NH2:1][C:2]1[CH:20]=[CH:19][CH:18]=[CH:17][C:3]=1[C:4]([NH:6][C:7]1[CH:12]=[CH:11][C:10]([CH:13]([CH2:15][CH3:16])[CH3:14])=[CH:9][CH:8]=1)=[O:5].[N:21]1([C:27]2[CH:34]=[CH:33][C:30]([CH:31]=O)=[CH:29][N:28]=2)[CH2:26][CH2:25][CH2:24][CH2:23][CH2:22]1, predict the reaction product. The product is: [CH:13]([C:10]1[CH:11]=[CH:12][C:7]([N:6]2[C:4](=[O:5])[C:3]3[C:2](=[CH:20][CH:19]=[CH:18][CH:17]=3)[N:1]=[C:31]2[C:30]2[CH:29]=[N:28][C:27]([N:21]3[CH2:26][CH2:25][CH2:24][CH2:23][CH2:22]3)=[CH:34][CH:33]=2)=[CH:8][CH:9]=1)([CH2:15][CH3:16])[CH3:14]. (9) Given the reactants [CH2:1]=[C:2]([CH2:6][C:7]([N:9]1[CH2:14][CH2:13][O:12][CH2:11][CH2:10]1)=[O:8])[C:3]([OH:5])=[O:4].[F:15][C:16]([F:26])([F:25])[C:17]1[CH:24]=[CH:23][CH:22]=[CH:21][C:18]=1[CH2:19]S.CO.O[O:30][S:31]([O-:33])=O.[K+], predict the reaction product. The product is: [N:9]1([C:7](=[O:8])[CH2:6][CH:2]([CH2:1][S:31]([CH2:19][C:18]2[CH:21]=[CH:22][CH:23]=[CH:24][C:17]=2[C:16]([F:15])([F:25])[F:26])(=[O:33])=[O:30])[C:3]([OH:5])=[O:4])[CH2:10][CH2:11][O:12][CH2:13][CH2:14]1. (10) Given the reactants [CH3:1][C:2]1[CH:7]=[CH:6][CH:5]=[C:4]([CH3:8])[C:3]=1[C:9]1[CH:17]=[CH:16][CH:15]=[C:14]2[C:10]=1[CH2:11][CH2:12][C:13]2=[O:18].[BH4-].[Na+].O, predict the reaction product. The product is: [CH3:1][C:2]1[CH:7]=[CH:6][CH:5]=[C:4]([CH3:8])[C:3]=1[C:9]1[CH:17]=[CH:16][CH:15]=[C:14]2[C:10]=1[CH2:11][CH2:12][CH:13]2[OH:18].